This data is from Reaction yield outcomes from USPTO patents with 853,638 reactions. The task is: Predict the reaction yield, written as a fraction of the theoretical maximum amount of product (1.0 means a 100% yield; for example, 0.34 means a 34% yield). (1) The catalyst is CO.ClCCl. The reactants are Cl.COC[O:5][C:6]1[CH:11]=[CH:10][C:9]([N:12]2[CH2:17][CH2:16][N:15]([C:18]([C:20]3[CH:25]=[CH:24][CH:23]=[CH:22][CH:21]=3)=[O:19])[CH2:14][CH2:13]2)=[CH:8][C:7]=1[N+:26]([O-:28])=[O:27]. The product is [OH:5][C:6]1[CH:11]=[CH:10][C:9]([N:12]2[CH2:13][CH2:14][N:15]([C:18]([C:20]3[CH:25]=[CH:24][CH:23]=[CH:22][CH:21]=3)=[O:19])[CH2:16][CH2:17]2)=[CH:8][C:7]=1[N+:26]([O-:28])=[O:27]. The yield is 0.920. (2) The reactants are FC1C=CC(C2N=C(C([N:20]3[CH2:29][CH2:28][C:27]4[C:22](=[CH:23][C:24](OC)=[CH:25][C:26]=4[O:30][CH3:31])[CH2:21]3)=O)C3C(=CC=CC=3)N=2)=CC=1.F[C:35]1[CH:40]=[CH:39][C:38](C2N=C(C(O)=O)[C:40]3[C:35](=[CH:36][CH:37]=[CH:38][CH:39]=3)N=2)=[CH:37][CH:36]=1.[ClH:54].[CH3:55]OC1C=C(OC)C=C2C=1CCNC2. No catalyst specified. The product is [CH2:31]([O:30][C:26]1[C:25]([CH3:55])=[CH:24][CH:23]=[C:22]2[C:27]=1[CH:28]=[CH:29][N:20]=[C:21]2[Cl:54])[C:35]1[CH:40]=[CH:39][CH:38]=[CH:37][CH:36]=1. The yield is 0.235. (3) The reactants are C1(C(C2C=CC=CC=2)=[N:8][NH:9][C:10]2[CH:11]=[CH:12][C:13](=[O:16])[NH:14][CH:15]=2)C=CC=CC=1.[CH3:23][C:24]([CH3:31])([CH3:30])[C:25](=O)[CH2:26][C:27]#[N:28].Cl. No catalyst specified. The product is [NH2:28][C:27]1[N:9]([C:10]2[CH:11]=[CH:12][C:13](=[O:16])[NH:14][CH:15]=2)[N:8]=[C:25]([C:24]([CH3:31])([CH3:30])[CH3:23])[CH:26]=1. The yield is 0.0600. (4) The reactants are [C:1]([C:3]1[CH:4]=[C:5]([C:13]2[O:17][N:16]=[C:15]([C:18]3[CH:26]=[CH:25][CH:24]=[C:23]4[C:19]=3[CH2:20][CH2:21][C@@H:22]4[NH:27][C@@H:28]([CH3:33])[C:29](OC)=[O:30])[N:14]=2)[CH:6]=[CH:7][C:8]=1[O:9][CH:10]([CH3:12])[CH3:11])#[N:2].[BH4-].[Na+]. The catalyst is CO.Cl. The product is [OH:30][CH2:29][C@@H:28]([NH:27][C@@H:22]1[C:23]2[C:19](=[C:18]([C:15]3[N:14]=[C:13]([C:5]4[CH:6]=[CH:7][C:8]([O:9][CH:10]([CH3:12])[CH3:11])=[C:3]([CH:4]=4)[C:1]#[N:2])[O:17][N:16]=3)[CH:26]=[CH:25][CH:24]=2)[CH2:20][CH2:21]1)[CH3:33]. The yield is 0.400.